This data is from Retrosynthesis with 50K atom-mapped reactions and 10 reaction types from USPTO. The task is: Predict the reactants needed to synthesize the given product. (1) Given the product COCc1c(C(=O)OC)oc2ccc(F)cc12, predict the reactants needed to synthesize it. The reactants are: COC(=O)c1oc2ccc(F)cc2c1CBr.C[O-]. (2) Given the product CCCCCCC(C(=O)N1CCC[C@H]1C(=O)OCc1ccccc1)n1cnc([N+](=O)[O-])c1, predict the reactants needed to synthesize it. The reactants are: CCCCCCC(C(=O)O)n1cnc([N+](=O)[O-])c1.O=C(OCc1ccccc1)[C@@H]1CCCN1. (3) Given the product O=C1c2c(c3c4cccc(OCc5ccccc5)c4[nH]c3c3[nH]c4c(OCc5ccccc5)cccc4c23)C(=O)N1COCc1ccccc1, predict the reactants needed to synthesize it. The reactants are: ClCOCc1ccccc1.O=C1NC(=O)c2c1c1c3cccc(OCc4ccccc4)c3[nH]c1c1[nH]c3c(OCc4ccccc4)cccc3c21. (4) Given the product O=C(Nc1ccc2c(ccn2CCCn2cnnn2)c1)c1nc2ccc(Cl)cc2n1Cc1ccccc1, predict the reactants needed to synthesize it. The reactants are: O=C(Nc1ccc2c(ccn2CCCCl)c1)c1nc2ccc(Cl)cc2n1Cc1ccccc1.c1nnn[nH]1. (5) The reactants are: Brc1ccc(OCc2ccccc2)cc1.COCOc1cc(OC)ccc1C(=O)N(C)OC. Given the product COCOc1cc(OC)ccc1C(=O)c1ccc(OCc2ccccc2)cc1, predict the reactants needed to synthesize it. (6) Given the product CCOC(=O)CC(OCC)c1ccc(OCc2cccc(OC(F)(F)F)c2)cc1, predict the reactants needed to synthesize it. The reactants are: CCOC(=O)CC(OCC)c1ccc(O)cc1.OCc1cccc(OC(F)(F)F)c1. (7) Given the product CN(C)C1CCC(NCCO)CC1, predict the reactants needed to synthesize it. The reactants are: CN(C)C1CCC(N(CCO)C(=O)OC(C)(C)C)CC1.